This data is from NCI-60 drug combinations with 297,098 pairs across 59 cell lines. The task is: Regression. Given two drug SMILES strings and cell line genomic features, predict the synergy score measuring deviation from expected non-interaction effect. (1) Drug 1: CC12CCC3C(C1CCC2=O)CC(=C)C4=CC(=O)C=CC34C. Drug 2: CC(C)(C#N)C1=CC(=CC(=C1)CN2C=NC=N2)C(C)(C)C#N. Cell line: K-562. Synergy scores: CSS=42.1, Synergy_ZIP=1.69, Synergy_Bliss=0.590, Synergy_Loewe=0.138, Synergy_HSA=-0.252. (2) Drug 1: CN(C)N=NC1=C(NC=N1)C(=O)N. Drug 2: CCC1=C2CN3C(=CC4=C(C3=O)COC(=O)C4(CC)O)C2=NC5=C1C=C(C=C5)O. Cell line: SNB-19. Synergy scores: CSS=30.4, Synergy_ZIP=0.0229, Synergy_Bliss=-1.94, Synergy_Loewe=-40.3, Synergy_HSA=-3.11. (3) Drug 1: CC1C(C(=O)NC(C(=O)N2CCCC2C(=O)N(CC(=O)N(C(C(=O)O1)C(C)C)C)C)C(C)C)NC(=O)C3=C4C(=C(C=C3)C)OC5=C(C(=O)C(=C(C5=N4)C(=O)NC6C(OC(=O)C(N(C(=O)CN(C(=O)C7CCCN7C(=O)C(NC6=O)C(C)C)C)C)C(C)C)C)N)C. Drug 2: CS(=O)(=O)CCNCC1=CC=C(O1)C2=CC3=C(C=C2)N=CN=C3NC4=CC(=C(C=C4)OCC5=CC(=CC=C5)F)Cl. Cell line: EKVX. Synergy scores: CSS=5.36, Synergy_ZIP=4.99, Synergy_Bliss=5.77, Synergy_Loewe=4.07, Synergy_HSA=3.85. (4) Drug 1: CCC1=CC2CC(C3=C(CN(C2)C1)C4=CC=CC=C4N3)(C5=C(C=C6C(=C5)C78CCN9C7C(C=CC9)(C(C(C8N6C)(C(=O)OC)O)OC(=O)C)CC)OC)C(=O)OC. Drug 2: CC1CC(C(C(C=C(C(C(C=CC=C(C(=O)NC2=CC(=O)C(=C(C1)C2=O)OC)C)OC)OC(=O)N)C)C)O)OC. Cell line: HT29. Synergy scores: CSS=75.0, Synergy_ZIP=-1.52, Synergy_Bliss=-3.37, Synergy_Loewe=-3.30, Synergy_HSA=-0.209. (5) Cell line: NCI-H460. Synergy scores: CSS=59.7, Synergy_ZIP=8.61, Synergy_Bliss=6.22, Synergy_Loewe=-9.85, Synergy_HSA=7.65. Drug 1: CS(=O)(=O)CCNCC1=CC=C(O1)C2=CC3=C(C=C2)N=CN=C3NC4=CC(=C(C=C4)OCC5=CC(=CC=C5)F)Cl. Drug 2: C1=NC2=C(N1)C(=S)N=CN2. (6) Drug 1: CN(C)N=NC1=C(NC=N1)C(=O)N. Cell line: RXF 393. Synergy scores: CSS=-0.413, Synergy_ZIP=-0.828, Synergy_Bliss=-1.79, Synergy_Loewe=-4.22, Synergy_HSA=-3.07. Drug 2: CN1C2=C(C=C(C=C2)N(CCCl)CCCl)N=C1CCCC(=O)O.Cl. (7) Drug 1: C1CCN(CC1)CCOC2=CC=C(C=C2)C(=O)C3=C(SC4=C3C=CC(=C4)O)C5=CC=C(C=C5)O. Drug 2: CC=C1C(=O)NC(C(=O)OC2CC(=O)NC(C(=O)NC(CSSCCC=C2)C(=O)N1)C(C)C)C(C)C. Cell line: SF-295. Synergy scores: CSS=49.3, Synergy_ZIP=1.10, Synergy_Bliss=0.534, Synergy_Loewe=-44.3, Synergy_HSA=-0.122.